Dataset: Full USPTO retrosynthesis dataset with 1.9M reactions from patents (1976-2016). Task: Predict the reactants needed to synthesize the given product. (1) Given the product [CH:35]1([CH2:34][O:33][C:24]2[CH:23]=[CH:28][C:27]([S:29]([CH3:32])(=[O:31])=[O:30])=[CH:26][C:25]=2[C:10]2[C:9]3[CH2:8][CH2:7][CH2:6][CH2:5][C:4]=3[C:3](=[O:21])[N:2]([CH3:1])[CH:11]=2)[CH2:36][CH2:37]1, predict the reactants needed to synthesize it. The reactants are: [CH3:1][N:2]1[CH:11]=[C:10](B2OC(C)(C)C(C)(C)O2)[C:9]2[CH2:8][CH2:7][CH2:6][CH2:5][C:4]=2[C:3]1=[O:21].Br[C:23]1[CH:28]=[C:27]([S:29]([CH3:32])(=[O:31])=[O:30])[CH:26]=[CH:25][C:24]=1[O:33][CH2:34][CH:35]1[CH2:37][CH2:36]1. (2) Given the product [CH2:4]([N:11]1[CH:16]=[C:15]([F:17])[CH2:14][CH2:13][CH:12]1[CH2:18][NH:19][C:20](=[O:21])[O:22][C:23]([CH3:25])([CH3:24])[CH3:26])[C:5]1[CH:6]=[CH:7][CH:8]=[CH:9][CH:10]=1, predict the reactants needed to synthesize it. The reactants are: [BH4-].[Na+].[Br-].[CH2:4]([N+:11]1[CH:16]=[C:15]([F:17])[CH:14]=[CH:13][C:12]=1[CH2:18][NH:19][C:20]([O:22][C:23]([CH3:26])([CH3:25])[CH3:24])=[O:21])[C:5]1[CH:10]=[CH:9][CH:8]=[CH:7][CH:6]=1. (3) The reactants are: FC1C=CC(CNC(C2[C:11](=[O:21])[C:12](O)=[C:13]([C:16](OC)=O)[NH:14][CH:15]=2)=O)=CC=1.[Br:24]Br.[C:26]([OH:29])(=[O:28])[CH3:27]. Given the product [Br:24][C:12]1[C:13]([CH3:16])=[N:14][CH:15]=[C:27]([C:11]=1[OH:21])[C:26]([OH:29])=[O:28], predict the reactants needed to synthesize it. (4) The reactants are: [C:1]12([NH:9][CH2:8][C:7]3[CH:10]=[CH:11][C:12]([C:14]([O:16][CH3:17])=[O:15])=[CH:13][C:6]=3[O:5][CH2:4]1)[CH2:3][CH2:2]2.[BH-](OC(C)=O)(OC(C)=O)O[C:20](C)=O.[Na+]. Given the product [CH3:20][N:9]1[C:1]2([CH2:2][CH2:3]2)[CH2:4][O:5][C:6]2[CH:13]=[C:12]([C:14]([O:16][CH3:17])=[O:15])[CH:11]=[CH:10][C:7]=2[CH2:8]1, predict the reactants needed to synthesize it. (5) Given the product [Cl:1][C:2]1[CH:7]=[CH:6][C:5]([C:8]2[S:16][C:15]3[C:14](=[O:17])[N:13]([CH2:18][C:19]([C:21]4[CH:22]=[C:23]5[C:27](=[CH:28][CH:29]=4)[CH2:26][CH:25]([NH:30][CH3:31])[CH2:24]5)=[O:20])[CH:12]=[N:11][C:10]=3[CH:9]=2)=[CH:4][CH:3]=1, predict the reactants needed to synthesize it. The reactants are: [Cl:1][C:2]1[CH:7]=[CH:6][C:5]([C:8]2[S:16][C:15]3[C:14](=[O:17])[N:13]([CH2:18][C:19]([C:21]4[CH:22]=[C:23]5[C:27](=[CH:28][CH:29]=4)[CH2:26][CH:25]([N:30](C)[C:31](=O)C(F)(F)F)[CH2:24]5)=[O:20])[CH:12]=[N:11][C:10]=3[CH:9]=2)=[CH:4][CH:3]=1.C(=O)([O-])[O-].[K+].[K+].CO.O1CCCC1. (6) Given the product [CH2:8]([N:6]1[C:5](=[O:15])[N:4]([CH3:16])[C:3](=[O:17])[C:2]([O:18][CH2:19][CH2:20][CH2:21][C:22]2[CH:23]=[C:24]([CH:34]=[CH:35][CH:36]=2)[O:25][C:26]([CH3:33])([CH3:32])[C:27]([O:29][CH2:30][CH3:31])=[O:28])=[N:7]1)[CH2:9][CH2:10][CH2:11][CH2:12][CH2:13][CH3:14], predict the reactants needed to synthesize it. The reactants are: Br[C:2]1[C:3](=[O:17])[N:4]([CH3:16])[C:5](=[O:15])[N:6]([CH2:8][CH2:9][CH2:10][CH2:11][CH2:12][CH2:13][CH3:14])[N:7]=1.[OH:18][CH2:19][CH2:20][CH2:21][C:22]1[CH:23]=[C:24]([CH:34]=[CH:35][CH:36]=1)[O:25][C:26]([CH3:33])([CH3:32])[C:27]([O:29][CH2:30][CH3:31])=[O:28].